Dataset: Full USPTO retrosynthesis dataset with 1.9M reactions from patents (1976-2016). Task: Predict the reactants needed to synthesize the given product. (1) Given the product [Cl:21][CH2:22][CH2:23][CH2:24][CH2:25][CH:26]([C:27]1[NH:38][N:37]=[C:15]([NH:14][C:11]2[CH:12]=[CH:13][C:8]([N:6]3[CH:7]=[C:3]([Cl:2])[N:4]=[CH:5]3)=[C:9]([O:19][CH3:20])[CH:10]=2)[N:16]=1)[C:30]1[CH:31]=[N:32][C:33]([Cl:36])=[CH:34][CH:35]=1, predict the reactants needed to synthesize it. The reactants are: I.[Cl:2][C:3]1[N:4]=[CH:5][N:6]([C:8]2[CH:13]=[CH:12][C:11]([NH:14][C:15](SC)=[NH:16])=[CH:10][C:9]=2[O:19][CH3:20])[CH:7]=1.[Cl:21][CH2:22][CH2:23][CH2:24][CH2:25][CH:26]([C:30]1[CH:31]=[N:32][C:33]([Cl:36])=[CH:34][CH:35]=1)[C:27](O)=O.[NH2:37][NH2:38]. (2) Given the product [C:7]12([C:13]3[CH:14]=[CH:15][CH:16]=[CH:17][C:12]=3[CH2:11][O:10]1)[CH2:8][CH2:9][CH:4]([CH:3]=[O:2])[CH2:5][CH2:6]2, predict the reactants needed to synthesize it. The reactants are: C[O:2][CH:3]=[C:4]1[CH2:9][CH2:8][C:7]2([C:13]3[CH:14]=[CH:15][CH:16]=[CH:17][C:12]=3[CH2:11][O:10]2)[CH2:6][CH2:5]1.C1(C)C=CC(S(O)(=O)=O)=CC=1. (3) Given the product [CH:39]([N:36]1[CH2:37][CH2:38][CH:33]([NH:32][C:31]([C:14]2[N:13]([CH2:12][C:9]3[CH:8]=[C:7]([C:5]4[S:6][C:2]([Cl:1])=[CH:3][CH:4]=4)[O:11][N:10]=3)[C:17]3[CH:18]=[CH:19][C:20]([O:25][CH2:26][C:27]([F:30])([F:28])[F:29])=[C:21]([C:22]([N:43]4[CH2:46][CH:45]([OH:47])[CH2:44]4)=[O:23])[C:16]=3[N:15]=2)=[O:42])[CH2:34][CH2:35]1)([CH3:41])[CH3:40], predict the reactants needed to synthesize it. The reactants are: [Cl:1][C:2]1[S:6][C:5]([C:7]2[O:11][N:10]=[C:9]([CH2:12][N:13]3[C:17]4[CH:18]=[CH:19][C:20]([O:25][CH2:26][C:27]([F:30])([F:29])[F:28])=[C:21]([C:22](O)=[O:23])[C:16]=4[N:15]=[C:14]3[C:31](=[O:42])[NH:32][CH:33]3[CH2:38][CH2:37][N:36]([CH:39]([CH3:41])[CH3:40])[CH2:35][CH2:34]3)[CH:8]=2)=[CH:4][CH:3]=1.[NH:43]1[CH2:46][CH:45]([OH:47])[CH2:44]1. (4) Given the product [Cl:1][C:2]1[C:10]2[CH:9]([CH2:11][C:12]([O:14][CH2:15][CH3:16])=[O:13])[O:8][B:7]([OH:17])[C:6]=2[CH:5]=[C:4]([O:18][C:23](=[O:24])[N:22]([CH3:26])[CH3:21])[CH:3]=1, predict the reactants needed to synthesize it. The reactants are: [Cl:1][C:2]1[C:10]2[CH:9]([CH2:11][C:12]([O:14][CH2:15][CH3:16])=[O:13])[O:8][B:7]([OH:17])[C:6]=2[CH:5]=[C:4]([OH:18])[CH:3]=1.[H-].[Na+].[CH3:21][N:22]([CH3:26])[C:23](Cl)=[O:24]. (5) Given the product [Cl:25][C:26]1[CH:27]=[C:28]([C:53]([NH:57][C@@H:58]2[CH2:62][CH2:61][N:60]([CH3:63])[C:59]2=[O:64])=[O:54])[CH:29]=[N:30][C:31]=1[CH2:32][NH:33][C:34]([NH:36][CH:37]1[C:43]2[CH:44]=[N:45][CH:46]=[CH:47][C:42]=2[CH2:41][CH2:40][C:39]2[C:48]([F:52])=[CH:49][CH:50]=[CH:51][C:38]1=2)=[S:35], predict the reactants needed to synthesize it. The reactants are: CN(C(ON1N=NC2C=CC=NC1=2)=[N+](C)C)C.F[P-](F)(F)(F)(F)F.[Cl:25][C:26]1[CH:27]=[C:28]([C:53](O)=[O:54])[CH:29]=[N:30][C:31]=1[CH2:32][NH:33][C:34]([NH:36][CH:37]1[C:43]2[CH:44]=[N:45][CH:46]=[CH:47][C:42]=2[CH2:41][CH2:40][C:39]2[C:48]([F:52])=[CH:49][CH:50]=[CH:51][C:38]1=2)=[S:35].Cl.[NH2:57][C@@H:58]1[CH2:62][CH2:61][N:60]([CH3:63])[C:59]1=[O:64].CCN(C(C)C)C(C)C. (6) Given the product [C:42]([C:3]1[CH:4]=[C:5]([C:8]2[CH:13]=[C:12]([C:14]([F:16])([F:17])[F:15])[CH:11]=[CH:10][C:9]=2[NH:18][C:19]([C:21]2[C:26](=[O:27])[N:25]([CH2:28][C:29]3[CH:34]=[CH:33][CH:32]=[C:31]([F:35])[C:30]=3[F:36])[N:24]3[CH2:37][CH2:38][CH2:39][C@:23]3([CH3:40])[C:22]=2[OH:41])=[O:20])[CH:6]=[N:7][C:2]=1[N:55]1[CH2:56][C:53]2([CH2:50][O:51][CH2:52]2)[CH2:54]1)#[N:43], predict the reactants needed to synthesize it. The reactants are: Cl[C:2]1[N:7]=[CH:6][C:5]([C:8]2[CH:13]=[C:12]([C:14]([F:17])([F:16])[F:15])[CH:11]=[CH:10][C:9]=2[NH:18][C:19]([C:21]2[C:26](=[O:27])[N:25]([CH2:28][C:29]3[CH:34]=[CH:33][CH:32]=[C:31]([F:35])[C:30]=3[F:36])[N:24]3[CH2:37][CH2:38][CH2:39][C@:23]3([CH3:40])[C:22]=2[OH:41])=[O:20])=[CH:4][C:3]=1[C:42]#[N:43].C(O)(=O)C(O)=O.[CH2:50]1[C:53]2([CH2:56][NH:55][CH2:54]2)[CH2:52][O:51]1.C(N(CC)C(C)C)(C)C.P([O-])(O)(O)=O.[K+].